This data is from Reaction yield outcomes from USPTO patents with 853,638 reactions. The task is: Predict the reaction yield, written as a fraction of the theoretical maximum amount of product (1.0 means a 100% yield; for example, 0.34 means a 34% yield). (1) The reactants are [NH2:1][C:2]1[CH:3]=[CH:4][C:5]([S:20]([CH2:23][CH3:24])(=[O:22])=[O:21])=[C:6]([CH:19]=1)[CH2:7][NH:8][C:9](=[O:18])[O:10][CH2:11][C:12]1[CH:17]=[CH:16][CH:15]=[CH:14][CH:13]=1.[CH2:25](Cl)Cl.Cl[C:29]([O:31]C1C=CC=CC=1)=[O:30].N1[CH:43]=[CH:42][CH:41]=[CH:40][CH:39]=1. No catalyst specified. The product is [CH2:11]([O:10][C:9]([NH:8][CH2:7][C:6]1[CH:19]=[C:2]([N:1]([C:39]2[CH:25]=[CH:43][CH:42]=[CH:41][CH:40]=2)[C:29](=[O:30])[OH:31])[CH:3]=[CH:4][C:5]=1[S:20]([CH2:23][CH3:24])(=[O:22])=[O:21])=[O:18])[C:12]1[CH:17]=[CH:16][CH:15]=[CH:14][CH:13]=1. The yield is 0.620. (2) The reactants are [B-](F)(F)(F)F.[CH3:6][N:7](C(ON1C(=O)CCC1=O)=[N+](C)C)[CH3:8].[F:21][C:22]1[CH:23]=[C:24]([N:29]([CH3:52])[CH:30]([C:32]2[CH:33]=[C:34]([C:49](O)=[O:50])[CH:35]=[C:36]3[C:41]=2[O:40][C:39]([N:42]2[CH2:47][CH2:46][O:45][CH2:44][CH2:43]2)=[CH:38][C:37]3=[O:48])[CH3:31])[CH:25]=[C:26]([F:28])[CH:27]=1.C(N(C(C)C)C(C)C)C.CNC. The product is [F:28][C:26]1[CH:25]=[C:24]([N:29]([CH3:52])[CH:30]([C:32]2[CH:33]=[C:34]([C:49]([N:7]([CH3:8])[CH3:6])=[O:50])[CH:35]=[C:36]3[C:41]=2[O:40][C:39]([N:42]2[CH2:43][CH2:44][O:45][CH2:46][CH2:47]2)=[CH:38][C:37]3=[O:48])[CH3:31])[CH:23]=[C:22]([F:21])[CH:27]=1. The catalyst is C(Cl)Cl.O. The yield is 0.740. (3) The reactants are [CH3:1][N:2]1[CH:6]=[C:5]([N:7]2[C:12](=[O:13])[CH2:11][O:10][C:9]3[N:14]=[C:15]([C:24]4[CH:29]=[CH:28][C:27]([C:30]5([NH:34]C(=O)OC(C)(C)C)[CH2:33][CH2:32][CH2:31]5)=[CH:26][CH:25]=4)[C:16]([C:18]4[CH:23]=[CH:22][CH:21]=[CH:20][CH:19]=4)=[CH:17][C:8]2=3)[CH:4]=[N:3]1. The catalyst is C(O)(C(F)(F)F)=O. The product is [NH2:34][C:30]1([C:27]2[CH:28]=[CH:29][C:24]([C:15]3[C:16]([C:18]4[CH:19]=[CH:20][CH:21]=[CH:22][CH:23]=4)=[CH:17][C:8]4[N:7]([C:5]5[CH:4]=[N:3][N:2]([CH3:1])[CH:6]=5)[C:12](=[O:13])[CH2:11][O:10][C:9]=4[N:14]=3)=[CH:25][CH:26]=2)[CH2:31][CH2:32][CH2:33]1. The yield is 0.940. (4) The reactants are [NH2:1][C:2]1[CH:7]=[CH:6][C:5]([N+:8]([O-:10])=[O:9])=[CH:4][N:3]=1.CN1CCOCC1.Cl[C:19]([O:21][C:22]([CH3:24])=[CH2:23])=[O:20]. The catalyst is O1CCCC1.C(OCC)(=O)C.O. The product is [C:22]([O:21][C:19](=[O:20])[NH:1][C:2]1[CH:7]=[CH:6][C:5]([N+:8]([O-:10])=[O:9])=[CH:4][N:3]=1)([CH3:24])=[CH2:23]. The yield is 0.650. (5) The reactants are C[Si](C)(C)[N:3]1[CH:7]=[C:6](I)[CH:5]=[N:4]1.C([Mg]Cl)(C)C.C(O[B:20]1[O:24][C:23]([CH3:26])([CH3:25])[C:22]([CH3:28])([CH3:27])[O:21]1)(C)C.[Cl-].[NH4+]. The catalyst is [Cl-].[Na+].O.C1(C)C=CC=CC=1.C1COCC1. The product is [CH3:27][C:22]1([CH3:28])[C:23]([CH3:26])([CH3:25])[O:24][B:20]([C:6]2[CH:5]=[N:4][NH:3][CH:7]=2)[O:21]1. The yield is 0.548.